From a dataset of Full USPTO retrosynthesis dataset with 1.9M reactions from patents (1976-2016). Predict the reactants needed to synthesize the given product. (1) Given the product [C:17]([N:1]1[CH:2]([C:7]([OH:9])=[O:8])[CH2:3][C:4](=[O:6])[NH:5][CH:10]1[CH2:11][CH2:12][CH2:13][CH2:14][CH3:15])(=[O:29])[CH2:18][CH2:19][CH2:20][CH2:21][CH2:22][CH2:23][CH2:24][CH2:25][CH2:26][CH2:27][CH3:28], predict the reactants needed to synthesize it. The reactants are: [NH2:1][C@H:2]([C:7]([OH:9])=[O:8])[CH2:3][C:4](=[O:6])[NH2:5].[CH:10](=O)[CH2:11][CH2:12][CH2:13][CH2:14][CH3:15].[C:17](Cl)(=[O:29])[CH2:18][CH2:19][CH2:20][CH2:21][CH2:22][CH2:23][CH2:24][CH2:25][CH2:26][CH2:27][CH3:28].C(O)CCCCC. (2) The reactants are: [Br:1][C:2]1[CH:23]=[C:22]([F:24])[C:5]2[N:6]([CH2:9][C:10]3[CH:21]=[CH:20][C:13]4[N:14]=[C:15](S(C)=O)[S:16][C:12]=4[CH:11]=3)[CH:7]=[N:8][C:4]=2[CH:3]=1.[NH2:25][C@@H:26]1[CH2:31][CH2:30][CH2:29][CH2:28][C@H:27]1[OH:32].CCN(C(C)C)C(C)C. Given the product [Br:1][C:2]1[CH:23]=[C:22]([F:24])[C:5]2[N:6]([CH2:9][C:10]3[CH:21]=[CH:20][C:13]4[N:14]=[C:15]([NH:25][C@@H:26]5[CH2:31][CH2:30][CH2:29][CH2:28][C@H:27]5[OH:32])[S:16][C:12]=4[CH:11]=3)[CH:7]=[N:8][C:4]=2[CH:3]=1, predict the reactants needed to synthesize it. (3) Given the product [F:1][C:2]1[CH:3]=[C:4]2[C:9](=[CH:10][CH:11]=1)[N:8]=[C:7]([OH:12])[CH:6]=[C:5]2[NH:20][C:19]1[CH:21]=[CH:22][C:23]([Cl:24])=[C:17]([Cl:16])[CH:18]=1, predict the reactants needed to synthesize it. The reactants are: [F:1][C:2]1[CH:3]=[C:4]2[C:9](=[CH:10][CH:11]=1)[NH:8][C:7](Cl)([OH:12])[C:6](O)=[C:5]2Cl.[Cl:16][C:17]1[CH:18]=[C:19]([CH:21]=[CH:22][C:23]=1[Cl:24])[NH2:20].Cl.O1CCOCC1. (4) The reactants are: [CH2:1]([C:3]([CH2:8][OH:9])([CH2:6][OH:7])[CH2:4][CH3:5])[OH:2].[C:10]([O:15]C)(=[O:14])[C:11]([CH3:13])=[CH2:12]. Given the product [C:10]([OH:15])(=[O:14])[C:11]([CH3:13])=[CH2:12].[C:10]([OH:15])(=[O:14])[C:11]([CH3:13])=[CH2:12].[C:10]([OH:15])(=[O:14])[C:11]([CH3:13])=[CH2:12].[CH2:1]([C:3]([CH2:8][OH:9])([CH2:6][OH:7])[CH2:4][CH3:5])[OH:2], predict the reactants needed to synthesize it.